Dataset: Catalyst prediction with 721,799 reactions and 888 catalyst types from USPTO. Task: Predict which catalyst facilitates the given reaction. (1) Reactant: [CH3:1][C:2]([CH3:17])([CH3:16])[C:3]#[C:4][C:5]1[CH:11]=[C:10]([N+:12]([O-:14])=[O:13])[C:9]([F:15])=[CH:8][C:6]=1[NH2:7].CCN(CC)CC.[C:25](Cl)(=[O:29])[CH2:26][CH2:27][CH3:28].O. Product: [CH3:1][C:2]([CH3:17])([CH3:16])[C:3]#[C:4][C:5]1[CH:11]=[C:10]([N+:12]([O-:14])=[O:13])[C:9]([F:15])=[CH:8][C:6]=1[NH:7][C:25](=[O:29])[CH2:26][CH2:27][CH3:28]. The catalyst class is: 4. (2) Reactant: [BH4-].[Na+].[CH3:3][C:4]1([C:11]([O:13][CH2:14][C:15]2[CH:20]=[CH:19][CH:18]=[CH:17][CH:16]=2)=[O:12])[C:9](=[O:10])[CH2:8][CH2:7][CH2:6][O:5]1. Product: [OH:10][CH:9]1[CH2:8][CH2:7][CH2:6][O:5][C:4]1([CH3:3])[C:11]([O:13][CH2:14][C:15]1[CH:20]=[CH:19][CH:18]=[CH:17][CH:16]=1)=[O:12]. The catalyst class is: 5. (3) Reactant: [F:1][C:2]1[C:11]2[C:6](=[CH:7][CH:8]=[CH:9][CH:10]=2)[C:5]([O:12][CH3:13])=[C:4]([CH:14]=[O:15])[CH:3]=1.[Na].OO.Cl([O-])=[O:20].[Na+]. Product: [F:1][C:2]1[C:11]2[C:6](=[CH:7][CH:8]=[CH:9][CH:10]=2)[C:5]([O:12][CH3:13])=[C:4]([C:14]([OH:20])=[O:15])[CH:3]=1. The catalyst class is: 47. (4) Reactant: [Br:1][C:2]1[CH:21]=[CH:20][CH:19]=[CH:18][C:3]=1[O:4][CH:5]1[CH2:10][CH2:9][N:8]([C:11]2[S:15][C:14]([C:16]#[N:17])=[N:13][N:12]=2)[CH2:7][CH2:6]1.Cl.[NH2:23][OH:24].C(=O)([O-])[O-].[K+].[K+]. Product: [Br:1][C:2]1[CH:21]=[CH:20][CH:19]=[CH:18][C:3]=1[O:4][CH:5]1[CH2:6][CH2:7][N:8]([C:11]2[S:15][C:14]([C:16](=[N:23][OH:24])[NH2:17])=[N:13][N:12]=2)[CH2:9][CH2:10]1. The catalyst class is: 8. (5) Reactant: [Br:1][C:2]1[N:3]([CH2:17][C:18]2[CH:23]=[CH:22][C:21]([OH:24])=[CH:20][CH:19]=2)[C:4]2[C:9]([N:10]=1)=[C:8]([NH2:11])[N:7]=[C:6]([O:12][CH2:13][CH2:14][CH2:15][CH3:16])[N:5]=2.C(=O)([O-])[O-].[K+].[K+].Br[CH2:32][C:33]([O:35][CH2:36][CH3:37])=[O:34]. Product: [Br:1][C:2]1[N:3]([CH2:17][C:18]2[CH:19]=[CH:20][C:21]([O:24][CH2:32][C:33]([O:35][CH2:36][CH3:37])=[O:34])=[CH:22][CH:23]=2)[C:4]2[C:9]([N:10]=1)=[C:8]([NH2:11])[N:7]=[C:6]([O:12][CH2:13][CH2:14][CH2:15][CH3:16])[N:5]=2. The catalyst class is: 3. (6) Reactant: [OH:1][CH2:2][CH2:3][C:4]1[C:12]2[C:7](=[CH:8][CH:9]=[CH:10][CH:11]=2)[NH:6][CH:5]=1.[N+:13]([C:16]1[CH:17]=[C:18]([CH:21]=[CH:22][CH:23]=1)[CH:19]=O)([O-:15])=[O:14].[Bi](Cl)(Cl)Cl. Product: [N+:13]([C:16]1[CH:17]=[C:18]([CH:19]2[C:5]3[NH:6][C:7]4[C:12]([C:4]=3[CH2:3][CH2:2][O:1]2)=[CH:11][CH:10]=[CH:9][CH:8]=4)[CH:21]=[CH:22][CH:23]=1)([O-:15])=[O:14]. The catalyst class is: 11.